From a dataset of Full USPTO retrosynthesis dataset with 1.9M reactions from patents (1976-2016). Predict the reactants needed to synthesize the given product. (1) Given the product [CH2:1]([O:3][C:4]([C:6]1[N:7]=[C:8]2[N:14]([C:15](=[O:18])[C:16]=1[O:17][CH2:32][C:33]1[CH:38]=[CH:37][CH:36]=[CH:35][CH:34]=1)[CH2:13][CH:12]1[CH2:19][CH2:20][C:9]2([O:21][CH2:22][CH2:23][OH:24])[CH2:10][CH2:11]1)=[O:5])[CH3:2], predict the reactants needed to synthesize it. The reactants are: [CH2:1]([O:3][C:4]([C:6]1[N:7]=[C:8]2[N:14]([C:15](=[O:18])[C:16]=1[OH:17])[CH2:13][CH:12]1[CH2:19][CH2:20][C:9]2([O:21][CH2:22][CH2:23][OH:24])[CH2:10][CH2:11]1)=[O:5])[CH3:2].C([O-])([O-])=O.[K+].[K+].Br[CH2:32][C:33]1[CH:38]=[CH:37][CH:36]=[CH:35][CH:34]=1. (2) Given the product [NH2:16][C:10]1[O:11][CH2:12][C:13]([F:14])([F:15])[C@:8]([C:6]2[CH:7]=[C:2]([NH:1][C:25]([C:21]3[NH:22][N:23]=[CH:24][C:20]=3[Cl:19])=[O:26])[CH:3]=[CH:4][C:5]=2[F:18])([CH3:17])[N:9]=1, predict the reactants needed to synthesize it. The reactants are: [NH2:1][C:2]1[CH:3]=[CH:4][C:5]([F:18])=[C:6]([C@:8]2([CH3:17])[C:13]([F:15])([F:14])[CH2:12][O:11][C:10]([NH2:16])=[N:9]2)[CH:7]=1.[Cl:19][C:20]1[CH:24]=[N:23][NH:22][C:21]=1[C:25](O)=[O:26]. (3) The reactants are: C([Sn](Cl)(Cl)CCCC)CCC.[Cl:12][C:13]1[CH:14]=[C:15]([C:20]2[C:21]3[N:22]([N:29]=[C:30]([NH2:32])[N:31]=3)[CH:23]=[C:24]([CH:26]3[CH2:28][CH2:27]3)[CH:25]=2)[CH:16]=[CH:17][C:18]=1[F:19].[CH3:33][C:34]1[N:39]=[CH:38][N:37]=[C:36]([N:40]2[CH2:45][CH2:44][C:43](=O)[CH2:42][CH2:41]2)[CH:35]=1.C1([SiH3])C=CC=CC=1. Given the product [Cl:12][C:13]1[CH:14]=[C:15]([C:20]2[C:21]3[N:22]([N:29]=[C:30]([NH:32][CH:43]4[CH2:44][CH2:45][N:40]([C:36]5[CH:35]=[C:34]([CH3:33])[N:39]=[CH:38][N:37]=5)[CH2:41][CH2:42]4)[N:31]=3)[CH:23]=[C:24]([CH:26]3[CH2:28][CH2:27]3)[CH:25]=2)[CH:16]=[CH:17][C:18]=1[F:19], predict the reactants needed to synthesize it. (4) Given the product [Br-:5].[CH2:1]([N+:6]1[CH:11]=[CH:10][CH:9]=[CH:8][CH:7]=1)[CH2:2][CH2:3][CH3:4], predict the reactants needed to synthesize it. The reactants are: [CH2:1]([Br:5])[CH2:2][CH2:3][CH3:4].[N:6]1[CH:11]=[CH:10][CH:9]=[CH:8][CH:7]=1. (5) The reactants are: [C:1]([NH:4][C:5]1[CH:10]=[C:9]([C:11]2[O:15][C:14]([Br:16])=[C:13]([C:17]([O:19]CC)=[O:18])[CH:12]=2)[C:8]([CH3:22])=[CH:7][N:6]=1)(=[O:3])[CH3:2].Cl. Given the product [C:1]([NH:4][C:5]1[CH:10]=[C:9]([C:11]2[O:15][C:14]([Br:16])=[C:13]([C:17]([OH:19])=[O:18])[CH:12]=2)[C:8]([CH3:22])=[CH:7][N:6]=1)(=[O:3])[CH3:2], predict the reactants needed to synthesize it. (6) Given the product [F:8][C:9]1[CH:27]=[C:26]([S:28]([CH3:31])(=[O:30])=[O:29])[C:25]([F:32])=[CH:24][C:10]=1[CH2:11][N:12]1[CH2:16][CH2:15][N:14]([CH:17]2[CH2:22][CH2:21][N:20]([C:39]#[N:38])[CH2:19][CH2:18]2)[C:13]1=[O:23], predict the reactants needed to synthesize it. The reactants are: FC(F)(F)C(O)=O.[F:8][C:9]1[CH:27]=[C:26]([S:28]([CH3:31])(=[O:30])=[O:29])[C:25]([F:32])=[CH:24][C:10]=1[CH2:11][N:12]1[CH2:16][CH2:15][N:14]([CH:17]2[CH2:22][CH2:21][NH:20][CH2:19][CH2:18]2)[C:13]1=[O:23].C([O-])(O)=O.[Na+].[N:38]#[C:39]Br. (7) Given the product [N+:32]([C:29]1[CH:28]=[CH:27][C:26]([CH2:25][CH:18]2[NH:19][CH2:20][C:21](=[O:23])[NH:2][CH2:3][CH2:4][NH:5][CH2:6][CH2:7][NH:8][CH2:9][CH2:10][NH:11][CH2:12][CH2:13][NH:14][C:17]2=[O:35])=[CH:31][CH:30]=1)([O-:34])=[O:33], predict the reactants needed to synthesize it. The reactants are: [Na].[NH2:2][CH2:3][CH2:4][NH:5][CH2:6][CH2:7][NH:8][CH2:9][CH2:10][NH:11][CH2:12][CH2:13][NH2:14].CO[C:17](=[O:35])[C@H:18]([CH2:25][C:26]1[CH:31]=[CH:30][C:29]([N+:32]([O-:34])=[O:33])=[CH:28][CH:27]=1)[NH:19][CH2:20][C:21]([O:23]C)=O. (8) Given the product [CH2:7]([O:9][C:10](=[O:28])[C:11]([CH3:27])([O:20][C:21]1[CH:26]=[CH:25][CH:24]=[CH:23][CH:22]=1)[CH2:12][C:13]1[CH:18]=[CH:17][C:16]([O:19][CH2:42][CH2:41][CH:40]2[CH2:39][N:38]([CH2:54][C:55]3[CH:56]=[CH:57][C:58]([C:61]([F:64])([F:63])[F:62])=[CH:59][CH:60]=3)[C:37](=[O:65])[N:36]2[CH2:35][C:34]2[CH:33]=[CH:32][C:31]([O:30][CH3:29])=[CH:67][CH:66]=2)=[CH:15][CH:14]=1)[CH3:8], predict the reactants needed to synthesize it. The reactants are: C(=O)([O-])[O-].[Cs+].[Cs+].[CH2:7]([O:9][C:10](=[O:28])[C:11]([CH3:27])([O:20][C:21]1[CH:26]=[CH:25][CH:24]=[CH:23][CH:22]=1)[CH2:12][C:13]1[CH:18]=[CH:17][C:16]([OH:19])=[CH:15][CH:14]=1)[CH3:8].[CH3:29][O:30][C:31]1[CH:67]=[CH:66][C:34]([CH2:35][N:36]2[CH:40]([CH2:41][CH2:42]OS(C3C=CC(C)=CC=3)(=O)=O)[CH2:39][N:38]([CH2:54][C:55]3[CH:60]=[CH:59][C:58]([C:61]([F:64])([F:63])[F:62])=[CH:57][CH:56]=3)[C:37]2=[O:65])=[CH:33][CH:32]=1. (9) The reactants are: F[C:2]1[CH:7]=[CH:6][C:5]([N+:8]([O-:10])=[O:9])=[CH:4][CH:3]=1.[CH3:11][N:12]([CH3:16])[CH2:13][CH2:14][NH2:15].Cl. Given the product [CH3:11][N:12]([CH3:16])[CH2:13][CH2:14][NH:15][C:2]1[CH:7]=[CH:6][C:5]([N+:8]([O-:10])=[O:9])=[CH:4][CH:3]=1, predict the reactants needed to synthesize it. (10) The reactants are: COC1C=C(OC)C=CC=1C[N:6]([C:33]1[CH:38]=[CH:37][N:36]=[CH:35][N:34]=1)[S:7]([C:10]1[CH:15]=[C:14]([CH3:16])[C:13]([O:17][C@H:18]2[CH2:23][CH2:22][CH2:21][CH2:20][C@@H:19]2[C:24]2[CH:25]=[N:26][N:27](COC)[CH:28]=2)=[CH:12][C:11]=1[F:32])(=[O:9])=[O:8].C([SiH](CC)CC)C.FC(F)(F)C(O)=O.Cl. Given the product [F:32][C:11]1[CH:12]=[C:13]([O:17][C@H:18]2[CH2:23][CH2:22][CH2:21][CH2:20][C@@H:19]2[C:24]2[CH:25]=[N:26][NH:27][CH:28]=2)[C:14]([CH3:16])=[CH:15][C:10]=1[S:7]([NH:6][C:33]1[CH:38]=[CH:37][N:36]=[CH:35][N:34]=1)(=[O:8])=[O:9], predict the reactants needed to synthesize it.